Dataset: Peptide-MHC class II binding affinity with 134,281 pairs from IEDB. Task: Regression. Given a peptide amino acid sequence and an MHC pseudo amino acid sequence, predict their binding affinity value. This is MHC class II binding data. (1) The peptide sequence is HSRNLINELSERMAG. The MHC is HLA-DQA10301-DQB10302 with pseudo-sequence HLA-DQA10301-DQB10302. The binding affinity (normalized) is 0.143. (2) The peptide sequence is VLAIVALVVATIIAI. The MHC is DRB1_1602 with pseudo-sequence DRB1_1602. The binding affinity (normalized) is 0.207. (3) The peptide sequence is CPFSNRVWNSFQIEE. The MHC is DRB3_0101 with pseudo-sequence DRB3_0101. The binding affinity (normalized) is 0.460. (4) The peptide sequence is INEPTAAAIAYGLGR. The MHC is HLA-DQA10401-DQB10402 with pseudo-sequence HLA-DQA10401-DQB10402. The binding affinity (normalized) is 0.442. (5) The peptide sequence is HVQDCDESVLTRLEA. The MHC is HLA-DQA10201-DQB10301 with pseudo-sequence HLA-DQA10201-DQB10301. The binding affinity (normalized) is 0.236. (6) The peptide sequence is AFAATHNPWASQEG. The MHC is DRB1_1201 with pseudo-sequence DRB1_1201. The binding affinity (normalized) is 0.